This data is from Catalyst prediction with 721,799 reactions and 888 catalyst types from USPTO. The task is: Predict which catalyst facilitates the given reaction. (1) Reactant: [F:1][C:2]([C:5]1[N:9]([CH2:10][CH:11]2[CH2:16][CH2:15][O:14][CH2:13][CH2:12]2)[C:8]2[CH:17]=[CH:18][C:19]([NH:21]C(=O)C)=[CH:20][C:7]=2[N:6]=1)([F:4])[CH3:3].[OH-].[Na+].CO. Product: [F:4][C:2]([C:5]1[N:9]([CH2:10][CH:11]2[CH2:12][CH2:13][O:14][CH2:15][CH2:16]2)[C:8]2[CH:17]=[CH:18][C:19]([NH2:21])=[CH:20][C:7]=2[N:6]=1)([F:1])[CH3:3]. The catalyst class is: 6. (2) Reactant: [NH2:1][C:2]1[C:11]2[C:6](=[CH:7][CH:8]=[CH:9][CH:10]=2)[CH:5]=[CH:4][CH:3]=1.C(N(CC)CC)C.Br[CH:20]([CH3:26])[C:21]([O:23][CH2:24][CH3:25])=[O:22]. Product: [C:2]1([NH:1][CH:20]([CH3:26])[C:21]([O:23][CH2:24][CH3:25])=[O:22])[C:11]2[C:6](=[CH:7][CH:8]=[CH:9][CH:10]=2)[CH:5]=[CH:4][CH:3]=1. The catalyst class is: 9. (3) Reactant: [CH2:1]([C:4]1[N:8]([CH2:9][C:10]2[CH:27]=[CH:26][C:13]3/[C:14](=[CH:23]/[C:24]#[N:25])/[C:15]4[CH:22]=[CH:21][CH:20]=[CH:19][C:16]=4[CH2:17][CH2:18][C:12]=3[CH:11]=2)[C:7]2[CH:28]=[CH:29][CH:30]=[CH:31][C:6]=2[N:5]=1)[CH2:2][CH3:3].C[Si]([N:36]=[N+:37]=[N-:38])(C)C.C([Sn](=O)CCCC)CCC. Product: [CH2:1]([C:4]1[N:8]([CH2:9][C:10]2[CH:27]=[CH:26][C:13]3/[C:14](=[CH:23]/[C:24]4[NH:38][N:37]=[N:36][N:25]=4)/[C:15]4[CH:22]=[CH:21][CH:20]=[CH:19][C:16]=4[CH2:17][CH2:18][C:12]=3[CH:11]=2)[C:7]2[CH:28]=[CH:29][CH:30]=[CH:31][C:6]=2[N:5]=1)[CH2:2][CH3:3]. The catalyst class is: 11. (4) Reactant: C1(S[C@H:8]2[CH2:13][CH2:12][C@H:11]([C:14]3[CH:19]=[CH:18][C:17]([OH:20])=[CH:16][C:15]=3[OH:21])[CH2:10][CH2:9]2)C=CC=CC=1.Cl[C:23]1[CH:28]=[CH:27][CH:26]=[C:25](C(OO)=O)[CH:24]=1.[S:33]([O-:37])([O-])(=[O:35])=S.[Na+].[Na+]. Product: [C:23]1([S:33]([C@H:8]2[CH2:13][CH2:12][C@H:11]([C:14]3[CH:19]=[CH:18][C:17]([OH:20])=[CH:16][C:15]=3[OH:21])[CH2:10][CH2:9]2)(=[O:37])=[O:35])[CH:28]=[CH:27][CH:26]=[CH:25][CH:24]=1. The catalyst class is: 4. (5) Reactant: [CH2:1]([O:3][C:4](=[O:10])[CH2:5][NH:6][CH:7]1[CH2:9][CH2:8]1)[CH3:2].[CH3:11][C:12]([O:15][C:16](O[C:16]([O:15][C:12]([CH3:14])([CH3:13])[CH3:11])=[O:17])=[O:17])([CH3:14])[CH3:13]. Product: [CH2:1]([O:3][C:4](=[O:10])[CH2:5][N:6]([C:16]([O:15][C:12]([CH3:14])([CH3:13])[CH3:11])=[O:17])[CH:7]1[CH2:9][CH2:8]1)[CH3:2]. The catalyst class is: 2.